This data is from Forward reaction prediction with 1.9M reactions from USPTO patents (1976-2016). The task is: Predict the product of the given reaction. (1) The product is: [CH3:1][O:2][C:3](=[O:22])[C:4]1[CH:5]=[CH:6][C:7]([CH2:10][CH:11]([C:12]2[CH:13]=[CH:14][C:15]([OH:18])=[CH:16][CH:17]=2)[C:19](=[O:21])[NH:34][C:33]2[CH:35]=[CH:36][C:30]([I:29])=[CH:31][CH:32]=2)=[CH:8][CH:9]=1. Given the reactants [CH3:1][O:2][C:3](=[O:22])[C:4]1[CH:9]=[CH:8][C:7]([CH2:10][CH:11]([C:19]([OH:21])=O)[C:12]2[CH:17]=[CH:16][C:15]([OH:18])=[CH:14][CH:13]=2)=[CH:6][CH:5]=1.C(Cl)(=O)C(Cl)=O.[I:29][C:30]1[CH:36]=[CH:35][C:33]([NH2:34])=[CH:32][CH:31]=1, predict the reaction product. (2) Given the reactants Cl[C:2]1[CH:3]=[C:4]([CH2:8][CH2:9][CH2:10][N:11]([C@H:25]2[CH2:30][CH2:29][C@H:28]([CH3:31])[CH2:27][CH2:26]2)[C:12](=[O:24])[NH:13][C:14]2[S:15][C:16]([S:19][CH2:20][C:21]([OH:23])=[O:22])=[CH:17][N:18]=2)[CH:5]=[CH:6][CH:7]=1.[Cl:32]C1C=CC(CCC(O)=O)=CC=1.C(OC(=O)CSC1SC(N)=NC=1)C, predict the reaction product. The product is: [Cl:32][C:7]1[CH:2]=[CH:3][C:4]([CH2:8][CH2:9][CH2:10][N:11]([C@H:25]2[CH2:26][CH2:27][C@H:28]([CH3:31])[CH2:29][CH2:30]2)[C:12](=[O:24])[NH:13][C:14]2[S:15][C:16]([S:19][CH2:20][C:21]([OH:23])=[O:22])=[CH:17][N:18]=2)=[CH:5][CH:6]=1. (3) Given the reactants [CH:1]1[C:10]2[C:5](=[C:6]([C:11]3[CH:12]=[C:13]4[C:18](=[CH:19][CH:20]=3)[C:17]([C:21](Cl)=[O:22])=[CH:16][CH:15]=[CH:14]4)[CH:7]=[CH:8][CH:9]=2)[CH:4]=[CH:3][N:2]=1.C(N(CC)CC)C.[Cl:31][C:32]1[CH:38]=[CH:37][C:35]([NH2:36])=[CH:34][CH:33]=1.C([O-])(O)=O.[Na+], predict the reaction product. The product is: [Cl:31][C:32]1[CH:38]=[CH:37][C:35]([NH:36][C:21]([C:17]2[C:18]3[C:19](=[CH:20][C:11]([C:6]4[CH:7]=[CH:8][CH:9]=[C:10]5[C:5]=4[CH:4]=[CH:3][N:2]=[CH:1]5)=[CH:12][CH:13]=3)[CH:14]=[CH:15][CH:16]=2)=[O:22])=[CH:34][CH:33]=1.